Dataset: Full USPTO retrosynthesis dataset with 1.9M reactions from patents (1976-2016). Task: Predict the reactants needed to synthesize the given product. The reactants are: C[O:2][C:3](=[O:12])[C:4]1[CH:9]=[CH:8][C:7]([NH2:10])=[C:6]([OH:11])[CH:5]=1.[CH:13]1([CH:19]=O)[CH2:18][CH2:17][CH2:16][CH2:15][CH2:14]1.C([O-])(=O)C.[Pb+4].C([O-])(=O)C.C([O-])(=O)C.C([O-])(=O)C. Given the product [CH:13]1([C:19]2[O:11][C:6]3[CH:5]=[C:4]([C:3]([OH:2])=[O:12])[CH:9]=[CH:8][C:7]=3[N:10]=2)[CH2:18][CH2:17][CH2:16][CH2:15][CH2:14]1, predict the reactants needed to synthesize it.